This data is from Forward reaction prediction with 1.9M reactions from USPTO patents (1976-2016). The task is: Predict the product of the given reaction. (1) Given the reactants C([O:5][C:6](=[O:44])[C:7]1[CH:12]=[CH:11][CH:10]=[C:9]([CH2:13][CH:14]([NH:28][C:29](=[O:41])[C:30]2[CH:35]=[CH:34][C:33]([C:36]3[NH:37][CH:38]=[CH:39][N:40]=3)=[CH:32][CH:31]=2)[B:15]2[O:23]C3C(C)(C4CC(C3)C4(C)C)[O:16]2)[C:8]=1OC)(C)(C)C.B(Cl)(Cl)Cl, predict the reaction product. The product is: [OH:23][B:15]1[C@@H:14]([NH:28][C:29](=[O:41])[C:30]2[CH:35]=[CH:34][C:33]([C:36]3[NH:37][CH:38]=[CH:39][N:40]=3)=[CH:32][CH:31]=2)[CH2:13][C:9]2[CH:10]=[CH:11][CH:12]=[C:7]([C:6]([OH:5])=[O:44])[C:8]=2[O:16]1. (2) The product is: [CH3:29][N:27]1[CH:28]=[C:24]([C:21]2[N:20]=[C:19]3[N:15]([CH2:14][CH:10]4[CH2:11][CH2:12][CH2:13][N:8]([C:5]5[N:4]=[CH:3][C:2]([C:41]6[CH:42]=[CH:43][N:39]([CH2:38][CH2:37][O:36][CH:31]7[CH2:32][CH2:33][CH2:34][CH2:35][O:30]7)[N:40]=6)=[CH:7][N:6]=5)[CH2:9]4)[N:16]=[N:17][C:18]3=[N:23][CH:22]=2)[CH:25]=[N:26]1. Given the reactants Br[C:2]1[CH:3]=[N:4][C:5]([N:8]2[CH2:13][CH2:12][CH2:11][CH:10]([CH2:14][N:15]3[C:19]4=[N:20][C:21]([C:24]5[CH:25]=[N:26][N:27]([CH3:29])[CH:28]=5)=[CH:22][N:23]=[C:18]4[N:17]=[N:16]3)[CH2:9]2)=[N:6][CH:7]=1.[O:30]1[CH2:35][CH2:34][CH2:33][CH2:32][CH:31]1[O:36][CH2:37][CH2:38][N:39]1[CH:43]=[CH:42][C:41](B2OC(C)(C)C(C)(C)O2)=[N:40]1.C([O-])([O-])=O.[K+].[K+], predict the reaction product. (3) Given the reactants [CH3:1][C:2]1[CH:7]=[CH:6][CH:5]=[CH:4][C:3]=1[C:8]1[CH:9]=[CH:10][C:11]2[O:17][CH2:16][CH2:15][N:14](C(OC(C)(C)C)=O)[CH2:13][C:12]=2[CH:25]=1.C(OCC)(=O)C.[ClH:32], predict the reaction product. The product is: [ClH:32].[CH3:1][C:2]1[CH:7]=[CH:6][CH:5]=[CH:4][C:3]=1[C:8]1[CH:9]=[CH:10][C:11]2[O:17][CH2:16][CH2:15][NH:14][CH2:13][C:12]=2[CH:25]=1. (4) Given the reactants N#N.[CH3:3][O:4][C:5]1[CH:53]=[C:52]([O:54][CH3:55])[CH:51]=[CH:50][C:6]=1[CH2:7][N:8]([C:43]1[CH:48]=[CH:47][CH:46]=[C:45]([F:49])[N:44]=1)[S:9]([C:12]1[C:41]([F:42])=[CH:40][C:15]2[N:16]([C@@H:20]([C:22]3[CH:27]=[CH:26][CH:25]=[CH:24][C:23]=3[C:28]3(O)[CH2:31][N:30]([C:32]([O:34][C:35]([CH3:38])([CH3:37])[CH3:36])=[O:33])[CH2:29]3)[CH3:21])[C:17](=[O:19])[O:18][C:14]=2[CH:13]=1)(=[O:11])=[O:10].CCN(S(F)(F)[F:62])CC, predict the reaction product. The product is: [CH3:3][O:4][C:5]1[CH:53]=[C:52]([O:54][CH3:55])[CH:51]=[CH:50][C:6]=1[CH2:7][N:8]([C:43]1[CH:48]=[CH:47][CH:46]=[C:45]([F:49])[N:44]=1)[S:9]([C:12]1[C:41]([F:42])=[CH:40][C:15]2[N:16]([C@@H:20]([C:22]3[CH:27]=[CH:26][CH:25]=[CH:24][C:23]=3[C:28]3([F:62])[CH2:29][N:30]([C:32]([O:34][C:35]([CH3:37])([CH3:36])[CH3:38])=[O:33])[CH2:31]3)[CH3:21])[C:17](=[O:19])[O:18][C:14]=2[CH:13]=1)(=[O:11])=[O:10].